Dataset: CYP2D6 inhibition data for predicting drug metabolism from PubChem BioAssay. Task: Regression/Classification. Given a drug SMILES string, predict its absorption, distribution, metabolism, or excretion properties. Task type varies by dataset: regression for continuous measurements (e.g., permeability, clearance, half-life) or binary classification for categorical outcomes (e.g., BBB penetration, CYP inhibition). Dataset: cyp2d6_veith. (1) The compound is c1ccc2cc(-c3csnn3)ccc2c1. The result is 0 (non-inhibitor). (2) The compound is COc1ccc(CCN(C)CCC(=O)Nc2c(C)cc(C)cc2C)cc1OC. The result is 0 (non-inhibitor). (3) The drug is COC(=O)[C@@]1(Cc2ccc(OC)cc2)[C@H]2c3cc(C(=O)N(C)C)n(Cc4ccsc4Br)c3C[C@H]2CN1C(=O)c1ccccc1. The result is 0 (non-inhibitor). (4) The compound is NC(N)=NC(N)=Nc1c(F)c(F)c(F)c(F)c1F. The result is 0 (non-inhibitor). (5) The drug is O=C(c1ccncc1)N1CCC2(CC1)CN(Cc1ccccc1)C2. The result is 1 (inhibitor). (6) The molecule is COC(=O)N1CCC[C@@]2(CCN(C(=O)Nc3cccc(C#N)c3)C2)C1. The result is 0 (non-inhibitor).